Dataset: Forward reaction prediction with 1.9M reactions from USPTO patents (1976-2016). Task: Predict the product of the given reaction. (1) The product is: [CH2:1]([O:8][C:9]([CH:11]1[CH:15]([OH:16])[CH2:14][C:13]2([CH2:20][CH2:19][CH2:18][CH2:17]2)[CH2:12]1)=[O:10])[C:2]1[CH:3]=[CH:4][CH:5]=[CH:6][CH:7]=1. Given the reactants [CH2:1]([O:8][C:9]([CH:11]1[C:15](=[O:16])[CH2:14][C:13]2([CH2:20][CH2:19][CH2:18][CH2:17]2)[CH2:12]1)=[O:10])[C:2]1[CH:7]=[CH:6][CH:5]=[CH:4][CH:3]=1.[BH4-].[Na+].S([O-])(O)(=O)=O.[K+], predict the reaction product. (2) Given the reactants Br[CH2:2][C:3]([C:5]1[CH:10]=[CH:9][CH:8]=[CH:7][CH:6]=1)=O.[CH2:11]([NH:15][C:16]([NH2:18])=[S:17])[CH:12]([CH3:14])[CH3:13].C(=O)([O-])O.[Na+], predict the reaction product. The product is: [CH2:11]([NH:15][C:16]1[S:17][CH:2]=[C:3]([C:5]2[CH:10]=[CH:9][CH:8]=[CH:7][CH:6]=2)[N:18]=1)[CH:12]([CH3:14])[CH3:13]. (3) Given the reactants [C:1]([CH:4]([CH2:10][C:11]([C:13]1[CH:18]=[CH:17][C:16]([Br:19])=[CH:15][CH:14]=1)=O)[C:5]([O:7][CH2:8][CH3:9])=[O:6])(=O)[CH3:2].[NH2:20][C:21]1[CH:26]=[CH:25][C:24]([S:27]([NH2:30])(=[O:29])=[O:28])=[CH:23][CH:22]=1, predict the reaction product. The product is: [NH2:30][S:27]([C:24]1[CH:23]=[CH:22][C:21]([N:20]2[C:11]([C:13]3[CH:18]=[CH:17][C:16]([Br:19])=[CH:15][CH:14]=3)=[CH:10][C:4]([C:5]([O:7][CH2:8][CH3:9])=[O:6])=[C:1]2[CH3:2])=[CH:26][CH:25]=1)(=[O:28])=[O:29]. (4) Given the reactants [C:1]([N:5]([CH3:20])[C:6]([C:8]1[CH:13]=[CH:12][C:11]([C:14]#[C:15][Si](C)(C)C)=[CH:10][N:9]=1)=[O:7])([CH3:4])([CH3:3])[CH3:2].[F:21][C:22]1[CH:27]=[CH:26][CH:25]=[C:24](I)[CH:23]=1.CCN(CC)CC.CCCC[N+](CCCC)(CCCC)CCCC.[F-].C1COCC1, predict the reaction product. The product is: [C:1]([N:5]([CH3:20])[C:6]([C:8]1[CH:13]=[CH:12][C:11]([C:14]#[C:15][C:24]2[CH:25]=[CH:26][CH:27]=[C:22]([F:21])[CH:23]=2)=[CH:10][N:9]=1)=[O:7])([CH3:4])([CH3:3])[CH3:2]. (5) Given the reactants [BH4-].[Na+].[CH3:3][C:4]1[CH:5]=[C:6]([C:21](=[O:38])[CH:22]([N:24]2[CH2:29][CH2:28][C:27]([C:31]3[CH:36]=[CH:35][C:34]([F:37])=[CH:33][CH:32]=3)([OH:30])[CH2:26][CH2:25]2)[CH3:23])[CH:7]=[CH:8][C:9]=1[O:10][Si:11]([CH:18]([CH3:20])[CH3:19])([CH:15]([CH3:17])[CH3:16])[CH:12]([CH3:14])[CH3:13], predict the reaction product. The product is: [CH3:3][C:4]1[CH:5]=[C:6]([CH:21]([OH:38])[CH:22]([N:24]2[CH2:25][CH2:26][C:27]([C:31]3[CH:36]=[CH:35][C:34]([F:37])=[CH:33][CH:32]=3)([OH:30])[CH2:28][CH2:29]2)[CH3:23])[CH:7]=[CH:8][C:9]=1[O:10][Si:11]([CH:18]([CH3:19])[CH3:20])([CH:15]([CH3:16])[CH3:17])[CH:12]([CH3:13])[CH3:14].